Task: Predict the reaction yield, written as a fraction of the theoretical maximum amount of product (1.0 means a 100% yield; for example, 0.34 means a 34% yield).. Dataset: Reaction yield outcomes from USPTO patents with 853,638 reactions The reactants are [CH:1]1([Mg]Br)[CH2:3][CH2:2]1.[NH2:6][C:7]1[C:12]2=[C:13]([C:25]3[CH:30]=[CH:29][C:28]([NH:31][C:32]([NH:34][C:35]4[CH:40]=[C:39]([C:41]([F:44])([F:43])[F:42])[CH:38]=[CH:37][N:36]=4)=[O:33])=[CH:27][CH:26]=3)[C:14]([CH:23]=[O:24])=[C:15]([CH2:16][N:17]3[CH2:22][CH2:21][O:20][CH2:19][CH2:18]3)[N:11]2[N:10]=[CH:9][N:8]=1.CC(OI1(OC(C)=O)(OC(C)=O)OC(=O)C2C=CC=CC1=2)=O. The catalyst is C1COCC1.CCOC(C)=O. The product is [NH2:6][C:7]1[C:12]2=[C:13]([C:25]3[CH:26]=[CH:27][C:28]([NH:31][C:32]([NH:34][C:35]4[CH:40]=[C:39]([C:41]([F:43])([F:44])[F:42])[CH:38]=[CH:37][N:36]=4)=[O:33])=[CH:29][CH:30]=3)[C:14]([C:23]([CH:1]3[CH2:3][CH2:2]3)=[O:24])=[C:15]([CH2:16][N:17]3[CH2:22][CH2:21][O:20][CH2:19][CH2:18]3)[N:11]2[N:10]=[CH:9][N:8]=1. The yield is 0.123.